This data is from Drug-target binding data from BindingDB using Ki measurements. The task is: Regression. Given a target protein amino acid sequence and a drug SMILES string, predict the binding affinity score between them. We predict pKi (pKi = -log10(Ki in M); higher means stronger inhibition). Dataset: bindingdb_ki. (1) The small molecule is CC#CCOc1ccc(S(=O)(=O)N(C)CCS)cc1. The target protein sequence is RADPDPMKNTCKLLVVADHRFYRYMGRGEESTTTNYLIELIDRVDDIYRNTAWDNAGFKGYGIQIEQIRILKSPQEVKPGEKHYNMAKSYPNEEKDAWDVKMLLEQFSFDIAEEASKVCLAHLFTYQDFDMGTLGLAYVGSPRANSHGGVCPKAYYSPVGKKNIYLNSGLTSTKNYGKTILTKEADLVTTHELGHNFGAEHDPDGLAECAPNEDQGGKYVMYPIAVSGDHENNKMFSQCSKQSIYKTIESKAQECFQERSNKV. The pKi is 7.2. (2) The drug is CC(C)[C@H](NC(=O)[C@H](C)N)C(=O)N1CCC[C@H]1C(=O)NCC1CCCCC1. The target protein sequence is MSDAVSSDRNFPNSTNLPRNPSMADYEARIFTFGTWIYSVNKEQLARAGFYALGEGDKVKCFHCGGGLTDWKPSEDPWEQHAKWYPGCKYLLEQKGQEYINNIHLTHSLEECLVRTT. The pKi is 5.9. (3) The compound is CN[C@@H](C)C(=O)N[C@H]1Cc2ccccc2[C@H]2CC[C@@H](C(=O)NC(c3ccccc3)c3ccccc3)N2C1=O. The target protein sequence is QLQDTSRYTVSNLSMQTHAARFKTFFNWPSSVLVNPEQLASAGFYYVGNSDDVKCFCCDGGLRCWESGDDPWVQHAKWFPRCEYLIRIKGQEFIRQVQASYPHLLEQLLSTS. The pKi is 8.2. (4) The compound is CC(C)C[C@H](NC(=O)[C@H](CC(C)C)NC(=O)[C@H](Cc1ccc(O)cc1)NC(=O)CNC(=O)[C@H](C)NC(=O)[C@H](CO)NC(=O)[C@H](CC(N)=O)NC(=O)[C@H](CC(C)C)NC(=O)[C@@H](NC(=O)[C@H](Cc1c[nH]c2ccccc12)NC(=O)CN)[C@@H](C)O)C(=O)NCC(=O)N1CCC[C@H]1C(=O)N1CCC[C@H]1C(=O)N1CCC[C@H]1C(=O)NCC(=O)N[C@@H](Cc1ccccc1)C(=O)N[C@@H](CO)C(=O)N1CCC[C@H]1C(=O)N[C@@H](Cc1ccccc1)C(=O)N[C@@H](CCCN=C(N)N)C(N)=O. The target protein (O88626) has sequence MADIQNISLDSPGSVGAVAVPVIFALIFLLGMVGNGLVLAVLLQPGPSAWQEPRSTTDLFILNLAVADLCFILCCVPFQAAIYTLDAWLFGAFVCKTVHLLIYLTMYASSFTLAAVSLDRYLAVRHPLRSRALRTPRNARAAVGLVWLLAALFSAPYLSYYGTVRYGALELCVPAWEDARRRALDVATFAAGYLLPVAVVSLAYGRTLCFLWAAVGPAGAAAAEARRRATGRAGRAMLAVAALYALCWGPHHALILCFWYGRFAFSPATYACRLASHCLAYANSCLNPLVYSLASRHFRARFRRLWPCGRRRHRHHHRAHRALRRVQPASSGPAGYPGDARPRGWSMEPRGDALRGGGETRLTLSPRGPQ. The pKi is 8.7. (5) The small molecule is O=C(Cn1c(=O)n(-c2ccccn2)c2ccccc21)Nc1ccc2c(c1)CC1(CCNC1=O)C2. The target protein (Q16602) has sequence MEKKCTLNFLVLLPFFMILVTAELEESPEDSIQLGVTRNKIMTAQYECYQKIMQDPIQQAEGVYCNRTWDGWLCWNDVAAGTESMQLCPDYFQDFDPSEKVTKICDQDGNWFRHPASNRTWTNYTQCNVNTHEKVKTALNLFYLTIIGHGLSIASLLISLGIFFYFKSLSCQRITLHKNLFFSFVCNSVVTIIHLTAVANNQALVATNPVSCKVSQFIHLYLMGCNYFWMLCEGIYLHTLIVVAVFAEKQHLMWYYFLGWGFPLIPACIHAIARSLYYNDNCWISSDTHLLYIIHGPICAALLVNLFFLLNIVRVLITKLKVTHQAESNLYMKAVRATLILVPLLGIEFVLIPWRPEGKIAEEVYDYIMHILMHFQGLLVSTIFCFFNGEVQAILRRNWNQYKIQFGNSFSNSEALRSASYTVSTISDGPGYSHDCPSEHLNGKSIHDIENVLLKPENLYN. The pKi is 6.6. (6) The small molecule is COc1cc(Cl)cc(C(=O)Nc2ccc(Cl)cn2)c1NC(=O)c1scc(CN(C)C2=NCCO2)c1Cl. The target protein sequence is ILSEYYILTAAHCLQQAKKFTVRVGERDTDKEEGNEVAHEVEMIIKHNKFVRETYDFDIAVIKLKTPITFRMNVAPACLPQKDWAESTLMTQKTGIVSGFGKTHEKGRPSTTLKMMEVPYVDRNTCKLSSSFSITQNMFCAGYDSKPEDGCQGDSGGPH. The pKi is 9.6. (7) The target protein (P46663) has sequence MASSWPPLELQSSNQSQLFPQNATACDNAPEAWDLLHRVLPTFIISICFFGLLGNLFVLLVFLLPRRQLNVAEIYLANLAASDLVFVLGLPFWAENIWNQFNWPFGALLCRVINGVIKANLFISIFLVVAISQDRYRVLVHPMASRRQQRRRQARVTCVLIWVVGGLLSIPTFLLRSIQAVPDLNITACILLLPHEAWHFARIVELNILGFLLPLAAIVFFNYHILASLRTREEVSRTRCGGRKDSKTTALILTLVVAFLVCWAPYHFFAFLEFLFQVQAVRGCFWEDFIDLGLQLANFFAFTNSSLNPVIYVFVGRLFRTKVWELYKQCTPKSLAPISSSHRKEIFQLFWRN. The compound is COc1cc(C)c(S(=O)(=O)N(C)CCOCC(=O)N(C)Cc2ccc(C3=NCCN3)cc2)c(C)c1. The pKi is 9.3.